This data is from Reaction yield outcomes from USPTO patents with 853,638 reactions. The task is: Predict the reaction yield, written as a fraction of the theoretical maximum amount of product (1.0 means a 100% yield; for example, 0.34 means a 34% yield). (1) The catalyst is O1CCCC1.O1CCCC1.O. The product is [C:53]([NH:57][C:43]([C:42]1[CH:47]=[CH:48][CH:49]=[C:40]([C:9]2[C:10]3[C:15](=[CH:14][CH:13]=[C:12]([C:16]4[N:20]=[CH:19][N:18]([C:21]([C:28]5[CH:29]=[CH:30][CH:31]=[CH:32][CH:33]=5)([C:22]5[CH:23]=[CH:24][CH:25]=[CH:26][CH:27]=5)[C:34]5[CH:35]=[CH:36][CH:37]=[CH:38][CH:39]=5)[N:17]=4)[CH:11]=3)[N:7]([CH:2]3[CH2:3][CH2:4][CH2:5][CH2:6][O:1]3)[N:8]=2)[CH:41]=1)=[O:44])([CH3:56])([CH3:55])[CH3:54]. The reactants are [O:1]1[CH2:6][CH2:5][CH2:4][CH2:3][CH:2]1[N:7]1[C:15]2[C:10](=[CH:11][C:12]([C:16]3[N:20]=[CH:19][N:18]([C:21]([C:34]4[CH:39]=[CH:38][CH:37]=[CH:36][CH:35]=4)([C:28]4[CH:33]=[CH:32][CH:31]=[CH:30][CH:29]=4)[C:22]4[CH:27]=[CH:26][CH:25]=[CH:24][CH:23]=4)[N:17]=3)=[CH:13][CH:14]=2)[C:9]([C:40]2[CH:41]=[C:42]([CH:47]=[CH:48][CH:49]=2)[C:43](OC)=[O:44])=[N:8]1.O.[OH-].[Li+].[C:53]([NH2:57])([CH3:56])([CH3:55])[CH3:54].O.ON1C2C=CC=CC=2N=N1.Cl.CN(C)CCCN=C=NCC. The yield is 0.780. (2) The reactants are C(OC(=O)[NH:7][CH:8]1[CH2:13][CH2:12][CH:11]([NH:14][C:15]2[N:20]=[CH:19][N:18]=[C:17]3[N:21]([C:24]4[CH:29]=[CH:28][C:27]([S:30]([CH3:33])(=[O:32])=[O:31])=[CH:26][CH:25]=4)[N:22]=[CH:23][C:16]=23)[CH2:10][CH2:9]1)(C)(C)C. The catalyst is Cl.O1CCOCC1. The product is [CH3:33][S:30]([C:27]1[CH:28]=[CH:29][C:24]([N:21]2[C:17]3=[N:18][CH:19]=[N:20][C:15]([NH:14][CH:11]4[CH2:12][CH2:13][CH:8]([NH2:7])[CH2:9][CH2:10]4)=[C:16]3[CH:23]=[N:22]2)=[CH:25][CH:26]=1)(=[O:32])=[O:31]. The yield is 1.00. (3) The reactants are [CH:1]([O:4][C:5]1[CH:6]=[C:7]([CH:19]=[C:20]([C:22](=[O:29])[NH:23][C:24]2[S:25][CH:26]=[CH:27][N:28]=2)[CH:21]=1)[O:8][C:9]1[CH:14]=[CH:13][C:12]([P:15](=[O:18])([OH:17])[OH:16])=[CH:11][CH:10]=1)([CH3:3])[CH3:2].CCN(C(C)C)C(C)C.[C:39]([O:45][CH:46](I)[CH3:47])(=[O:44])[C:40]([CH3:43])([CH3:42])[CH3:41]. The catalyst is C(#N)C.C(Cl)Cl. The product is [OH:18][P:15]([C:12]1[CH:13]=[CH:14][C:9]([O:8][C:7]2[CH:19]=[C:20]([C:22](=[O:29])[NH:23][C:24]3[S:25][CH:26]=[CH:27][N:28]=3)[CH:21]=[C:5]([O:4][CH:1]([CH3:3])[CH3:2])[CH:6]=2)=[CH:10][CH:11]=1)([O:17][CH:46]([O:45][C:39](=[O:44])[C:40]([CH3:43])([CH3:42])[CH3:41])[CH3:47])=[O:16]. The yield is 0.100. (4) The reactants are [CH3:1][N:2]([CH3:11])[C:3]1[CH:8]=[CH:7][CH:6]=[C:5]([CH2:9][CH3:10])[CH:4]=1.[ClH:12].[N:13]([O-])=O.[Na+]. The catalyst is O.C(OCC)C.C(O)C.[Fe]. The product is [ClH:12].[ClH:12].[CH3:1][N:2]([CH3:11])[C:3]1[CH:8]=[CH:7][C:6]([NH2:13])=[C:5]([CH2:9][CH3:10])[CH:4]=1. The yield is 0.600. (5) The reactants are Br[C:2]1[S:3][C:4]([NH:30]C(=O)OC(C)(C)C)=[C:5]([C:7](=[O:29])[NH:8][C:9]2[CH:10]=[N:11][N:12]([CH3:28])[C:13]=2[N:14]2[CH2:20][CH2:19][CH2:18][C@@H:17]([NH:21]C(=O)C(F)(F)F)[CH2:16][CH2:15]2)[N:6]=1.[C:38]1(B2OC(C)(C)C(C)(C)O2)[CH2:44][CH2:43][CH2:42][CH2:41][CH2:40][CH:39]=1. No catalyst specified. The product is [NH2:30][C:4]1[S:3][C:2]([C:38]2=[CH:39][CH2:40][CH2:41][CH2:42][CH2:43][CH2:44]2)=[N:6][C:5]=1[C:7]([NH:8][C:9]1[CH:10]=[N:11][N:12]([CH3:28])[C:13]=1[N:14]1[CH2:20][CH2:19][CH2:18][C@@H:17]([NH2:21])[CH2:16][CH2:15]1)=[O:29]. The yield is 0.140. (6) The reactants are [NH2:1][C:2]1[S:3][C:4]([CH2:11][CH3:12])=[CH:5][C:6]=1[C:7]([O:9]C)=O.Cl[C:14](Cl)([O:16]C(=O)OC(Cl)(Cl)Cl)Cl.C(N(CC)CC)C.[NH2:32][C:33]1[CH:42]=[CH:41][C:40]([Cl:43])=[CH:39][C:34]=1[C:35]([O:37][CH3:38])=[O:36]. The catalyst is C(Cl)Cl. The product is [Cl:43][C:40]1[CH:41]=[CH:42][C:33]([N:32]2[C:7](=[O:9])[C:6]3[CH:5]=[C:4]([CH2:11][CH3:12])[S:3][C:2]=3[NH:1][C:14]2=[O:16])=[C:34]([CH:39]=1)[C:35]([O:37][CH3:38])=[O:36]. The yield is 0.850. (7) The reactants are [CH3:1][C:2]1[CH:11]=[C:10]([N:12]2[CH2:17][CH2:16][NH:15][CH2:14][CH2:13]2)[N:9]=[C:8]2[C:3]=1[C:4](=[O:31])[CH:5]=[C:6]([NH:24][C:25]1[CH:30]=[CH:29][CH:28]=[CH:27][CH:26]=1)[N:7]2[C:18]1[CH:23]=[CH:22][CH:21]=[CH:20][CH:19]=1.[C:32](O)(=[O:35])[CH2:33][CH3:34].CCN=C=NCCCN(C)C.CN1CCOCC1. The catalyst is CN(C1C=CN=CC=1)C.C(Cl)Cl.O. The product is [CH3:1][C:2]1[CH:11]=[C:10]([N:12]2[CH2:17][CH2:16][N:15]([C:32](=[O:35])[CH2:33][CH3:34])[CH2:14][CH2:13]2)[N:9]=[C:8]2[C:3]=1[C:4](=[O:31])[CH:5]=[C:6]([NH:24][C:25]1[CH:30]=[CH:29][CH:28]=[CH:27][CH:26]=1)[N:7]2[C:18]1[CH:23]=[CH:22][CH:21]=[CH:20][CH:19]=1. The yield is 0.370. (8) The reactants are Cl[C:2]1[C:18]([CH3:19])=[CH:17][C:5]2[N:6]=[C:7]3[C:12]([N:13]([CH3:14])[C:4]=2[CH:3]=1)=[N:11][C:10](=[O:15])[NH:9][C:8]3=[O:16].[NH2:20][CH2:21][CH2:22][CH2:23][CH2:24][CH2:25][CH2:26][C:27]([OH:29])=[O:28]. The catalyst is CN(C=O)C. The product is [CH3:19][C:18]1[C:2]([NH:20][CH2:21][CH2:22][CH2:23][CH2:24][CH2:25][CH2:26][C:27]([OH:29])=[O:28])=[CH:3][C:4]2[N:13]([CH3:14])[C:12]3[C:7]([C:8](=[O:16])[NH:9][C:10](=[O:15])[N:11]=3)=[N:6][C:5]=2[CH:17]=1. The yield is 0.210.